Dataset: Full USPTO retrosynthesis dataset with 1.9M reactions from patents (1976-2016). Task: Predict the reactants needed to synthesize the given product. (1) Given the product [CH3:27][O:22][C:16]1([C:5]2[N:6]([CH2:8][O:9][CH2:10][CH2:11][Si:12]([CH3:15])([CH3:13])[CH3:14])[CH:7]=[C:3]([C:2]([F:1])([F:23])[F:24])[N:4]=2)[CH2:17][CH2:18][O:19][CH2:20][CH2:21]1, predict the reactants needed to synthesize it. The reactants are: [F:1][C:2]([F:24])([F:23])[C:3]1[N:4]=[C:5]([C:16]2([OH:22])[CH2:21][CH2:20][O:19][CH2:18][CH2:17]2)[N:6]([CH2:8][O:9][CH2:10][CH2:11][Si:12]([CH3:15])([CH3:14])[CH3:13])[CH:7]=1.[H-].[Na+].[CH3:27]I. (2) Given the product [CH:10]1[C:11]2[CH:12]([CH2:14][CH2:15][CH2:16][CH2:17][CH:18]3[C:30]4[CH:29]=[CH:28][CH:27]=[CH:26][C:25]=4[C:24]4[C:19]3=[CH:20][CH:21]=[CH:22][CH:23]=4)[C:13]3[C:5](=[CH:4][CH:3]=[CH:2][CH:1]=3)[C:6]=2[CH:7]=[CH:8][CH:9]=1.[CH2:33]=[O:34], predict the reactants needed to synthesize it. The reactants are: [CH:1]1[C:13]2[CH:12]([CH2:14][CH2:15][CH2:16][CH2:17][CH:18]3[C:30]4[CH:29]=[CH:28][CH:27]=[CH:26][C:25]=4[C:24]4[C:19]3=[CH:20][CH:21]=[CH:22][CH:23]=4)[C:11]3[C:6](=[CH:7][CH:8]=[CH:9][CH:10]=3)[C:5]=2[CH:4]=[CH:3][CH:2]=1.CN(C)[CH:33]=[O:34]. (3) Given the product [CH:1]12[CH2:7][CH:4]([CH:3]=[CH:2]1)[CH2:5][CH2:6]2.[CH3:22][C:21]1[CH:20]=[CH:19][CH:18]=[CH:17][C:32]=1[CH:28]=[CH:29][C:30]([O-:9])=[O:31], predict the reactants needed to synthesize it. The reactants are: [CH:1]12[CH2:7][CH:4]([CH:5]=[CH:6]1)[CH2:3][CH:2]2C[OH:9].C(N(CC)CC)C.[C:17](Cl)(=O)[CH:18]=[CH:19][C:20]1C=CC=[CH:22][CH:21]=1.[CH2:28]1[CH2:32][O:31][CH2:30][CH2:29]1. (4) The reactants are: [F:1][C:2]([F:13])([F:12])[O:3][C:4]1[CH:9]=[CH:8][C:7]([CH2:10]O)=[CH:6][CH:5]=1.P(Br)(Br)[Br:15].O. Given the product [Br:15][CH2:10][C:7]1[CH:8]=[CH:9][C:4]([O:3][C:2]([F:13])([F:12])[F:1])=[CH:5][CH:6]=1, predict the reactants needed to synthesize it. (5) Given the product [NH2:15][C:10]1[O:11][CH2:12][C@H:13]([F:14])[C@:8]([C:6]2[CH:7]=[C:2]([NH:1][C:26]([C:23]3[CH:22]=[CH:21][C:20]([C:18]#[N:19])=[CH:25][N:24]=3)=[O:27])[CH:3]=[CH:4][C:5]=2[F:17])([CH3:16])[N:9]=1, predict the reactants needed to synthesize it. The reactants are: [NH2:1][C:2]1[CH:3]=[CH:4][C:5]([F:17])=[C:6]([C@:8]2([CH3:16])[C@@H:13]([F:14])[CH2:12][O:11][C:10]([NH2:15])=[N:9]2)[CH:7]=1.[C:18]([C:20]1[CH:21]=[CH:22][C:23]([C:26](O)=[O:27])=[N:24][CH:25]=1)#[N:19]. (6) Given the product [Cl:1][C:2]1[N:7]=[C:6]([O:10][CH3:12])[C:5]([CH3:9])=[CH:4][N:3]=1, predict the reactants needed to synthesize it. The reactants are: [Cl:1][C:2]1[N:7]=[C:6](Cl)[C:5]([CH3:9])=[CH:4][N:3]=1.[O:10]([CH3:12])[Na]. (7) Given the product [NH:11]1[C:15]2[CH:16]=[CH:17][CH:18]=[CH:19][C:14]=2[N:13]=[C:12]1[C@H:8]([NH:9][C:10]([NH:33][CH:31]([C:28]1[CH:29]=[CH:30][N:25]=[CH:26][N:27]=1)[CH3:32])=[O:20])[CH2:7][C:6]1[CH:21]=[CH:22][C:3]([O:2][CH3:1])=[CH:4][CH:5]=1, predict the reactants needed to synthesize it. The reactants are: [CH3:1][O:2][C:3]1[CH:22]=[CH:21][C:6]([CH2:7][C@@H:8]2[C:12]3=[N:13][C:14]4[CH:19]=[CH:18][CH:17]=[CH:16][C:15]=4[N:11]3[C:10](=[O:20])[NH:9]2)=[CH:5][CH:4]=1.Cl.Cl.[N:25]1[CH:30]=[CH:29][C:28]([CH:31]([NH2:33])[CH3:32])=[N:27][CH:26]=1.C(O)(C(F)(F)F)=O. (8) Given the product [Cl:1][C:2]1[CH:10]=[CH:9][CH:8]=[CH:7][C:3]=1[C:4]([Cl:13])=[O:5], predict the reactants needed to synthesize it. The reactants are: [Cl:1][C:2]1[CH:10]=[CH:9][CH:8]=[CH:7][C:3]=1[C:4](O)=[O:5].S(Cl)([Cl:13])=O. (9) Given the product [Cl:1][C:2]1[CH:3]=[CH:4][N:5]2[C:10]=1[C:9](=[O:11])[O:8][C:7]([CH2:12][I:14])=[N:6]2, predict the reactants needed to synthesize it. The reactants are: [Cl:1][C:2]1[CH:3]=[CH:4][N:5]2[C:10]=1[C:9](=[O:11])[O:8][C:7]([CH2:12]Cl)=[N:6]2.[I-:14].[Na+].O.[Cl-].[Na+].O. (10) Given the product [O:11]1[C:3]2[CH:2]=[CH:1][C:6]([CH:7]=[N:23][NH:22][C:20](=[O:21])[C:19]3[CH:24]=[CH:25][C:16]([C:12]([CH3:14])([CH3:13])[CH3:15])=[CH:17][CH:18]=3)=[CH:5][C:4]=2[O:9][CH2:10]1, predict the reactants needed to synthesize it. The reactants are: [CH:1]1[C:6]([CH:7]=O)=[CH:5][C:4]2[O:9][CH2:10][O:11][C:3]=2[CH:2]=1.[C:12]([C:16]1[CH:25]=[CH:24][C:19]([C:20]([NH:22][NH2:23])=[O:21])=[CH:18][CH:17]=1)([CH3:15])([CH3:14])[CH3:13].